This data is from Catalyst prediction with 721,799 reactions and 888 catalyst types from USPTO. The task is: Predict which catalyst facilitates the given reaction. (1) The catalyst class is: 74. Product: [CH2:1]([O:3][CH2:4][CH2:5][O:6][C:7]1[CH:8]=[CH:9][C:10]([O:13][CH2:14][CH:16]2[CH2:17][O:18]2)=[CH:11][CH:12]=1)[CH3:2]. Reactant: [CH2:1]([O:3][CH2:4][CH2:5][O:6][C:7]1[CH:12]=[CH:11][C:10]([OH:13])=[CH:9][CH:8]=1)[CH3:2].[CH2:14]([CH:16]1[O:18][CH2:17]1)Cl. (2) Reactant: Cl[C:2]1[N:7]=[C:6]([N:8]([C:16]([O:18][C:19]([CH3:22])([CH3:21])[CH3:20])=[O:17])[C:9]([O:11][C:12]([CH3:15])([CH3:14])[CH3:13])=[O:10])[N:5]=[C:4]2[N:23]([CH2:34][C:35]3[C:40]([CH3:41])=[C:39]([O:42][CH3:43])[C:38]([CH3:44])=[CH:37][N:36]=3)[N:24]=[C:25]([CH2:26][CH:27]3COC(C)(C)O3)[C:3]=12.C([O-])(=[S:47])C.[K+]. Product: [CH3:43][O:42][C:39]1[C:38]([CH3:44])=[CH:37][N:36]=[C:35]([CH2:34][N:23]2[C:4]3[C:3]4[C:25]([CH2:26][CH2:27][S:47][C:2]=4[N:7]=[C:6]([N:8]([C:9]([O:11][C:12]([CH3:14])([CH3:13])[CH3:15])=[O:10])[C:16]([O:18][C:19]([CH3:21])([CH3:22])[CH3:20])=[O:17])[N:5]=3)=[N:24]2)[C:40]=1[CH3:41]. The catalyst class is: 9. (3) Reactant: [NH2:1][C:2]1[C:9](I)=[CH:8][C:5]([C:6]#[N:7])=[C:4]([O:11][CH3:12])[CH:3]=1.[CH3:13]B(O)O.[F-].[Cs+]. Product: [NH2:1][C:2]1[C:9]([CH3:13])=[CH:8][C:5]([C:6]#[N:7])=[C:4]([O:11][CH3:12])[CH:3]=1. The catalyst class is: 12. (4) Reactant: [Cl:1][C:2]1[CH:3]=[C:4]([NH:13][CH2:14][CH:15]2[CH2:19][CH2:18][CH2:17][CH2:16]2)[C:5]([CH3:12])=[C:6]([CH:11]=1)[C:7]([O:9][CH3:10])=[O:8].[C:20](=O)([O-])[O-].[Cs+].[Cs+].CI. Product: [Cl:1][C:2]1[CH:3]=[C:4]([N:13]([CH2:14][CH:15]2[CH2:16][CH2:17][CH2:18][CH2:19]2)[CH3:20])[C:5]([CH3:12])=[C:6]([CH:11]=1)[C:7]([O:9][CH3:10])=[O:8]. The catalyst class is: 10. (5) Reactant: [Cl:1][C:2]1[CH:7]=[CH:6][C:5]([NH:8][C:9]2[C:18]3[C:13](=[CH:14][CH:15]=[CH:16][CH:17]=3)[N:12]=[C:11]([C:19]3[CH:24]=[CH:23][CH:22]=[C:21]([O:25]C)[N:20]=3)[N:10]=2)=[CH:4][CH:3]=1.Br.C(=O)([O-])O.[Na+]. Product: [Cl:1][C:2]1[CH:7]=[CH:6][C:5]([NH:8][C:9]2[C:18]3[C:13](=[CH:14][CH:15]=[CH:16][CH:17]=3)[N:12]=[C:11]([C:19]3[N:20]=[C:21]([OH:25])[CH:22]=[CH:23][CH:24]=3)[N:10]=2)=[CH:4][CH:3]=1. The catalyst class is: 7. (6) Reactant: [CH3:1][N:2]1[CH:6]=[CH:5][N:4]=[N:3]1.[Li]CCCC.[Cl:12][C:13]1[C:22]2[C:17](=[CH:18][CH:19]=[C:20]([C:23]([C:25]3[N:29]([CH3:30])[C:28]([CH3:31])=[N:27][CH:26]=3)=[O:24])[CH:21]=2)[N:16]=[C:15]([O:32][CH3:33])[C:14]=1[CH:34]1[CH2:38][CH2:37][CH2:36][CH2:35]1. Product: [Cl:12][C:13]1[C:22]2[C:17](=[CH:18][CH:19]=[C:20]([C:23]([C:25]3[N:29]([CH3:30])[C:28]([CH3:31])=[N:27][CH:26]=3)([C:6]3[N:2]([CH3:1])[N:3]=[N:4][CH:5]=3)[OH:24])[CH:21]=2)[N:16]=[C:15]([O:32][CH3:33])[C:14]=1[CH:34]1[CH2:35][CH2:36][CH2:37][CH2:38]1. The catalyst class is: 1. (7) Reactant: [CH2:1]([O:8][C:9]1[CH:14]=[CH:13][C:12]([CH2:15][CH2:16]C(N)=O)=[C:11]([O:20][CH3:21])[C:10]=1OC)[C:2]1[CH:7]=[CH:6][CH:5]=[CH:4][CH:3]=1.Br[N:25]1C(=O)CCC1=O.[OH-].[K+].[CH2:34]([OH:36])C. Product: [CH2:1]([O:8][C:9]1[CH:14]=[CH:13][C:12]([CH2:15][CH2:16][NH2:25])=[C:11]([O:20][CH2:21][O:36][CH3:34])[CH:10]=1)[C:2]1[CH:3]=[CH:4][CH:5]=[CH:6][CH:7]=1. The catalyst class is: 5. (8) Reactant: [Cl-].O[NH3+:3].[C:4](=[O:7])([O-])[OH:5].[Na+].CS(C)=O.[O:13]1[C:17]2([CH2:22][CH2:21][CH:20]([N:23]3[C:28](=[O:29])[C:27]([CH2:30][C:31]4[CH:36]=[CH:35][C:34]([C:37]5[C:38]([C:43]#[N:44])=[CH:39][CH:40]=[CH:41][CH:42]=5)=[CH:33][CH:32]=4)=[C:26]([CH2:45][CH2:46][CH3:47])[N:25]4[N:48]=[CH:49][N:50]=[C:24]34)[CH2:19][CH2:18]2)[O:16][CH2:15][CH2:14]1. Product: [O:16]1[C:17]2([CH2:18][CH2:19][CH:20]([N:23]3[C:28](=[O:29])[C:27]([CH2:30][C:31]4[CH:36]=[CH:35][C:34]([C:37]5[CH:42]=[CH:41][CH:40]=[CH:39][C:38]=5[C:43]5[NH:3][C:4](=[O:7])[O:5][N:44]=5)=[CH:33][CH:32]=4)=[C:26]([CH2:45][CH2:46][CH3:47])[N:25]4[N:48]=[CH:49][N:50]=[C:24]34)[CH2:21][CH2:22]2)[O:13][CH2:14][CH2:15]1. The catalyst class is: 13. (9) The catalyst class is: 12. Reactant: [N:1]1([C:7]2[N:12]=[C:11]([OH:13])[CH:10]=[CH:9][CH:8]=2)[CH2:6][CH2:5][NH:4][CH2:3][CH2:2]1.[O:14](C(OC(C)(C)C)=O)[C:15]([O:17][C:18]([CH3:21])([CH3:20])[CH3:19])=O.O. Product: [C:18]([O:17][C:15]([N:4]1[CH2:3][CH2:2][N:1]([C:7]2[CH:8]=[CH:9][CH:10]=[C:11]([OH:13])[N:12]=2)[CH2:6][CH2:5]1)=[O:14])([CH3:21])([CH3:20])[CH3:19]. (10) Reactant: [CH2:1]([O:8][C:9]([NH:11][CH2:12][CH2:13][CH2:14][C@H:15]([NH:31][CH2:32][C:33]1[CH:42]=[CH:41][C:40]2[C:35](=[CH:36][CH:37]=[CH:38][CH:39]=2)[N:34]=1)[C:16]([NH:18][C:19]1[CH:24]=[CH:23][CH:22]=[CH:21][C:20]=1[CH2:25][CH2:26][C:27]([O:29]C)=[O:28])=[O:17])=[O:10])[C:2]1[CH:7]=[CH:6][CH:5]=[CH:4][CH:3]=1.[OH-].[Na+].Cl. Product: [CH2:1]([O:8][C:9]([NH:11][CH2:12][CH2:13][CH2:14][C@H:15]([NH:31][CH2:32][C:33]1[CH:42]=[CH:41][C:40]2[C:35](=[CH:36][CH:37]=[CH:38][CH:39]=2)[N:34]=1)[C:16]([NH:18][C:19]1[CH:24]=[CH:23][CH:22]=[CH:21][C:20]=1[CH2:25][CH2:26][C:27]([OH:29])=[O:28])=[O:17])=[O:10])[C:2]1[CH:3]=[CH:4][CH:5]=[CH:6][CH:7]=1. The catalyst class is: 12.